This data is from NCI-60 drug combinations with 297,098 pairs across 59 cell lines. The task is: Regression. Given two drug SMILES strings and cell line genomic features, predict the synergy score measuring deviation from expected non-interaction effect. (1) Drug 1: C1=CC(=CC=C1CC(C(=O)O)N)N(CCCl)CCCl.Cl. Drug 2: CN(CC1=CN=C2C(=N1)C(=NC(=N2)N)N)C3=CC=C(C=C3)C(=O)NC(CCC(=O)O)C(=O)O. Cell line: SNB-75. Synergy scores: CSS=20.0, Synergy_ZIP=-6.54, Synergy_Bliss=0.521, Synergy_Loewe=-11.0, Synergy_HSA=-1.52. (2) Drug 1: CCC1(CC2CC(C3=C(CCN(C2)C1)C4=CC=CC=C4N3)(C5=C(C=C6C(=C5)C78CCN9C7C(C=CC9)(C(C(C8N6C=O)(C(=O)OC)O)OC(=O)C)CC)OC)C(=O)OC)O.OS(=O)(=O)O. Drug 2: C1CC(=O)NC(=O)C1N2C(=O)C3=CC=CC=C3C2=O. Cell line: MALME-3M. Synergy scores: CSS=29.7, Synergy_ZIP=-0.431, Synergy_Bliss=3.46, Synergy_Loewe=-5.93, Synergy_HSA=1.10. (3) Drug 1: CC1=C2C(C(=O)C3(C(CC4C(C3C(C(C2(C)C)(CC1OC(=O)C(C(C5=CC=CC=C5)NC(=O)OC(C)(C)C)O)O)OC(=O)C6=CC=CC=C6)(CO4)OC(=O)C)OC)C)OC. Drug 2: C1=CC(=CC=C1CCCC(=O)O)N(CCCl)CCCl. Cell line: A498. Synergy scores: CSS=33.2, Synergy_ZIP=-5.39, Synergy_Bliss=-4.30, Synergy_Loewe=-0.924, Synergy_HSA=0.929. (4) Drug 1: C1C(C(OC1N2C=NC3=C2NC=NCC3O)CO)O. Drug 2: COCCOC1=C(C=C2C(=C1)C(=NC=N2)NC3=CC=CC(=C3)C#C)OCCOC.Cl. Cell line: HT29. Synergy scores: CSS=-2.86, Synergy_ZIP=3.07, Synergy_Bliss=-0.172, Synergy_Loewe=-6.05, Synergy_HSA=-6.23.